From a dataset of Peptide-MHC class II binding affinity with 134,281 pairs from IEDB. Regression. Given a peptide amino acid sequence and an MHC pseudo amino acid sequence, predict their binding affinity value. This is MHC class II binding data. (1) The MHC is H-2-IAb with pseudo-sequence H-2-IAb. The binding affinity (normalized) is 0.429. The peptide sequence is YGLRNSLLVAPMPTA. (2) The peptide sequence is KTKEGVLYVGSKTKK. The MHC is HLA-DPA10103-DPB10401 with pseudo-sequence HLA-DPA10103-DPB10401. The binding affinity (normalized) is 0.0369.